This data is from Full USPTO retrosynthesis dataset with 1.9M reactions from patents (1976-2016). The task is: Predict the reactants needed to synthesize the given product. (1) Given the product [Cl:17][C:4]1[CH:3]=[C:2]([C:24]2[CH:25]=[CH:26][C:21]([N+:18]([O-:20])=[O:19])=[CH:22][CH:23]=2)[C:10]2[N:9]3[CH2:11][CH2:12][NH:13][C:14](=[O:15])[C:8]3=[C:7]([CH3:16])[C:6]=2[CH:5]=1, predict the reactants needed to synthesize it. The reactants are: Br[C:2]1[C:10]2[N:9]3[CH2:11][CH2:12][NH:13][C:14](=[O:15])[C:8]3=[C:7]([CH3:16])[C:6]=2[CH:5]=[C:4]([Cl:17])[CH:3]=1.[N+:18]([C:21]1[CH:26]=[CH:25][C:24](B(O)O)=[CH:23][CH:22]=1)([O-:20])=[O:19]. (2) Given the product [F:13][C:14]1[C:19]([F:20])=[C:18]([B:21]([OH:26])[OH:22])[CH:17]=[CH:16][N:15]=1, predict the reactants needed to synthesize it. The reactants are: C(NC(C)C)(C)C.[Li]CCCC.[F:13][C:14]1[C:19]([F:20])=[CH:18][CH:17]=[CH:16][N:15]=1.[B:21](OC(C)C)([O:26]C(C)C)[O:22]C(C)C. (3) Given the product [CH2:1]([O:3][C:4]([C:6]1[C:15]2[C:10](=[CH:11][CH:12]=[CH:13][CH:14]=2)[C:9]([O:16][CH3:19])=[C:8]([Br:17])[C:7]=1[O:30][CH3:31])=[O:5])[CH3:2], predict the reactants needed to synthesize it. The reactants are: [CH2:1]([O:3][C:4]([C:6]1[C:15]2[C:10](=[CH:11][CH:12]=[CH:13][CH:14]=2)[C:9]([OH:16])=[C:8]([Br:17])[C:7]=1O)=[O:5])[CH3:2].[C:19](=O)([O-])[O-].[K+].[K+].S([O:30][CH3:31])(OC)(=O)=O.